From a dataset of Retrosynthesis with 50K atom-mapped reactions and 10 reaction types from USPTO. Predict the reactants needed to synthesize the given product. (1) Given the product CCN(Cc1cc(C(F)(F)F)ccc1-c1cc(CC(=O)OC)cc(C(F)(F)F)c1)C(=O)C1CC1, predict the reactants needed to synthesize it. The reactants are: CCN(Cc1cc(C(F)(F)F)ccc1B1OC(C)(C)C(C)(C)O1)C(=O)C1CC1.COC(=O)Cc1cc(OS(=O)(=O)C(F)(F)F)cc(C(F)(F)F)c1. (2) Given the product ClCCOc1cccc2nc[nH]c12, predict the reactants needed to synthesize it. The reactants are: OCCCl.Oc1cccc2nc[nH]c12.